From a dataset of Reaction yield outcomes from USPTO patents with 853,638 reactions. Predict the reaction yield, written as a fraction of the theoretical maximum amount of product (1.0 means a 100% yield; for example, 0.34 means a 34% yield). (1) The reactants are [CH:1]([Mg]Br)=[CH2:2].[C:5]([O:9][C:10](=[O:22])[NH:11][C@:12]([C:16](=[O:21])N(OC)C)(C)[CH2:13][CH3:14])([CH3:8])([CH3:7])[CH3:6].O1CCC[CH2:24]1. No catalyst specified. The product is [C:5]([O:9][C:10](=[O:22])[NH:11][C@H:12]([CH:13]([CH3:14])[CH3:24])[C:16](=[O:21])[CH:1]=[CH2:2])([CH3:6])([CH3:7])[CH3:8]. The yield is 0.640. (2) The reactants are [F:1][C:2]1[CH:7]=[CH:6][C:5]([CH2:8][C:9]2[CH:18]=[C:17]3[C:12]([C:13]([OH:27])=[C:14]([C:24]([O-])=[O:25])[C:15](=[O:23])[N:16]3[CH2:19][CH:20]([CH3:22])[CH3:21])=[N:11][CH:10]=2)=[CH:4][CH:3]=1.[CH3:28][O:29][CH2:30][CH2:31][NH2:32]. No catalyst specified. The product is [F:1][C:2]1[CH:3]=[CH:4][C:5]([CH2:8][C:9]2[CH:18]=[C:17]3[C:12]([C:13]([OH:27])=[C:14]([C:24]([NH:32][CH2:31][CH2:30][O:29][CH3:28])=[O:25])[C:15](=[O:23])[N:16]3[CH2:19][CH:20]([CH3:21])[CH3:22])=[N:11][CH:10]=2)=[CH:6][CH:7]=1. The yield is 0.790. (3) The yield is 0.390. The catalyst is O1CCCC1.[Pd]. The reactants are [CH2:1]([CH:7]1[C:12](=[O:13])[CH:11]2[N:9]([C:10]2([CH3:23])[C:14]2[CH:19]=[CH:18][CH:17]=[CH:16][C:15]=2[N+:20]([O-])=O)[C:8]1=[O:24])[CH2:2][CH2:3][CH2:4][CH2:5][CH3:6]. The product is [NH2:20][C:15]1[CH:16]=[CH:17][CH:18]=[CH:19][C:14]=1[C:10]1([CH3:23])[N:9]2[CH:11]1[C:12](=[O:13])[CH:7]([CH2:1][CH2:2][CH2:3][CH2:4][CH2:5][CH3:6])[C:8]2=[O:24]. (4) The reactants are [C:1]([O:5][C:6](=[O:18])[NH:7][CH:8]([C:11]1[CH:16]=[CH:15][C:14]([I:17])=[CH:13][CH:12]=1)[CH2:9][OH:10])([CH3:4])([CH3:3])[CH3:2].CO[C:21](OC)([CH3:23])[CH3:22].O.C1(C)C=CC(S(O)(=O)=O)=CC=1. The catalyst is ClCCl. The product is [C:1]([O:5][C:6]([N:7]1[CH:8]([C:11]2[CH:16]=[CH:15][C:14]([I:17])=[CH:13][CH:12]=2)[CH2:9][O:10][C:21]1([CH3:23])[CH3:22])=[O:18])([CH3:4])([CH3:2])[CH3:3]. The yield is 0.890. (5) The reactants are C(O[CH:10]1[C@@:14]([O:16][C:17](=[O:24])[C:18]2[CH:23]=[CH:22][CH:21]=[CH:20][CH:19]=2)([CH3:15])[C@@H:13]([O:25][C:26](=[O:33])[C:27]2[CH:32]=[CH:31][CH:30]=[CH:29][CH:28]=2)[C@@H:12]([CH2:34][O:35][C:36](=[O:43])[C:37]2[CH:42]=[CH:41][CH:40]=[CH:39][CH:38]=2)[O:11]1)(=O)C1C=CC=CC=1.[NH2:44][C:45]1[N:53]=[C:52]2[C:48]([NH:49][CH:50]=[N:51]2)=[C:47]([NH2:54])[N:46]=1.C1CCN2C(=NCCC2)CC1.[Si](OS(C(F)(F)F)(=O)=O)(C)(C)C. The catalyst is C(#N)C.C(Cl)Cl. The product is [C:17]([O:16][C@:14]1([CH3:15])[C@H:13]([O:25][C:26](=[O:33])[C:27]2[CH:32]=[CH:31][CH:30]=[CH:29][CH:28]=2)[C@@H:12]([CH2:34][O:35][C:36](=[O:43])[C:37]2[CH:38]=[CH:39][CH:40]=[CH:41][CH:42]=2)[O:11][C@H:10]1[N:51]1[CH:50]=[N:49][C:48]2[C:52]1=[N:53][C:45]([NH2:44])=[N:46][C:47]=2[NH2:54])(=[O:24])[C:18]1[CH:23]=[CH:22][CH:21]=[CH:20][CH:19]=1. The yield is 0.920. (6) The product is [C:1]([C:5]1[N:10]=[CH:9][C:8]([C:11]2[N:12]([C:32]([N:34]3[CH2:39][CH2:38][CH:37]([CH2:40][C:41]([N:50]4[CH2:51][CH2:56][CH2:55][CH2:54]4)=[O:43])[CH2:36][CH2:35]3)=[O:33])[C@@:13]([C:25]3[CH:26]=[CH:27][C:28]([Cl:31])=[CH:29][CH:30]=3)([CH3:24])[C@@:14]([C:17]3[CH:22]=[CH:21][C:20]([Cl:23])=[CH:19][CH:18]=3)([CH3:16])[N:15]=2)=[C:7]([O:44][CH2:45][CH3:46])[CH:6]=1)([CH3:3])([CH3:4])[CH3:2]. The reactants are [C:1]([C:5]1[N:10]=[CH:9][C:8]([C:11]2[N:12]([C:32]([N:34]3[CH2:39][CH2:38][CH:37]([CH2:40][C:41]([OH:43])=O)[CH2:36][CH2:35]3)=[O:33])[C@@:13]([C:25]3[CH:30]=[CH:29][C:28]([Cl:31])=[CH:27][CH:26]=3)([CH3:24])[C@@:14]([C:17]3[CH:22]=[CH:21][C:20]([Cl:23])=[CH:19][CH:18]=3)([CH3:16])[N:15]=2)=[C:7]([O:44][CH2:45][CH3:46])[CH:6]=1)([CH3:4])([CH3:3])[CH3:2].ON1C2C=[CH:54][CH:55]=[CH:56][C:51]=2[N:50]=N1.C(N(C(C)C)CC)(C)C.N1CCCC1. The catalyst is CN(C)C=O. The yield is 0.890. (7) The reactants are [CH:1]1([C:4]2[C:5]([N:14]3[CH2:19][CH2:18][N:17](C(OC(C)(C)C)=O)[CH2:16][CH2:15]3)=[C:6]3[C:12]([I:13])=[N:11][NH:10][C:7]3=[N:8][CH:9]=2)[CH2:3][CH2:2]1.[ClH:27]. The catalyst is O1CCOCC1. The product is [ClH:27].[CH:1]1([C:4]2[C:5]([N:14]3[CH2:19][CH2:18][NH:17][CH2:16][CH2:15]3)=[C:6]3[C:12]([I:13])=[N:11][NH:10][C:7]3=[N:8][CH:9]=2)[CH2:3][CH2:2]1. The yield is 0.950.